Dataset: NCI-60 drug combinations with 297,098 pairs across 59 cell lines. Task: Regression. Given two drug SMILES strings and cell line genomic features, predict the synergy score measuring deviation from expected non-interaction effect. (1) Drug 1: C1CCC(CC1)NC(=O)N(CCCl)N=O. Drug 2: C1CN(P(=O)(OC1)NCCCl)CCCl. Cell line: ACHN. Synergy scores: CSS=4.68, Synergy_ZIP=-4.84, Synergy_Bliss=-4.30, Synergy_Loewe=-10.4, Synergy_HSA=-4.21. (2) Drug 1: C1C(C(OC1N2C=C(C(=O)NC2=O)F)CO)O. Drug 2: CCC(=C(C1=CC=CC=C1)C2=CC=C(C=C2)OCCN(C)C)C3=CC=CC=C3.C(C(=O)O)C(CC(=O)O)(C(=O)O)O. Cell line: MALME-3M. Synergy scores: CSS=9.36, Synergy_ZIP=2.91, Synergy_Bliss=7.37, Synergy_Loewe=-11.4, Synergy_HSA=0.830. (3) Drug 1: CC12CCC3C(C1CCC2O)C(CC4=C3C=CC(=C4)O)CCCCCCCCCS(=O)CCCC(C(F)(F)F)(F)F. Drug 2: CC1=C2C(C(=O)C3(C(CC4C(C3C(C(C2(C)C)(CC1OC(=O)C(C(C5=CC=CC=C5)NC(=O)OC(C)(C)C)O)O)OC(=O)C6=CC=CC=C6)(CO4)OC(=O)C)O)C)O. Cell line: KM12. Synergy scores: CSS=43.7, Synergy_ZIP=15.6, Synergy_Bliss=17.1, Synergy_Loewe=14.0, Synergy_HSA=15.6. (4) Drug 1: CN1CCC(CC1)COC2=C(C=C3C(=C2)N=CN=C3NC4=C(C=C(C=C4)Br)F)OC. Drug 2: CC(C1=C(C=CC(=C1Cl)F)Cl)OC2=C(N=CC(=C2)C3=CN(N=C3)C4CCNCC4)N. Cell line: HCT-15. Synergy scores: CSS=11.8, Synergy_ZIP=-2.68, Synergy_Bliss=1.23, Synergy_Loewe=-0.488, Synergy_HSA=1.28. (5) Drug 1: C1=CC=C(C(=C1)C(C2=CC=C(C=C2)Cl)C(Cl)Cl)Cl. Drug 2: CC1CCC2CC(C(=CC=CC=CC(CC(C(=O)C(C(C(=CC(C(=O)CC(OC(=O)C3CCCCN3C(=O)C(=O)C1(O2)O)C(C)CC4CCC(C(C4)OC)O)C)C)O)OC)C)C)C)OC. Cell line: RXF 393. Synergy scores: CSS=5.00, Synergy_ZIP=-0.514, Synergy_Bliss=1.74, Synergy_Loewe=-3.88, Synergy_HSA=-1.29. (6) Drug 1: C1=CC(=C2C(=C1NCCNCCO)C(=O)C3=C(C=CC(=C3C2=O)O)O)NCCNCCO. Drug 2: CC1C(C(CC(O1)OC2CC(CC3=C2C(=C4C(=C3O)C(=O)C5=CC=CC=C5C4=O)O)(C(=O)C)O)N)O. Cell line: LOX IMVI. Synergy scores: CSS=49.1, Synergy_ZIP=-4.87, Synergy_Bliss=-4.82, Synergy_Loewe=-0.0390, Synergy_HSA=1.24. (7) Drug 1: CC1CCC2CC(C(=CC=CC=CC(CC(C(=O)C(C(C(=CC(C(=O)CC(OC(=O)C3CCCCN3C(=O)C(=O)C1(O2)O)C(C)CC4CCC(C(C4)OC)O)C)C)O)OC)C)C)C)OC. Drug 2: CCC1(CC2CC(C3=C(CCN(C2)C1)C4=CC=CC=C4N3)(C5=C(C=C6C(=C5)C78CCN9C7C(C=CC9)(C(C(C8N6C)(C(=O)OC)O)OC(=O)C)CC)OC)C(=O)OC)O.OS(=O)(=O)O. Cell line: DU-145. Synergy scores: CSS=4.12, Synergy_ZIP=-1.53, Synergy_Bliss=-1.29, Synergy_Loewe=-3.50, Synergy_HSA=-2.46. (8) Synergy scores: CSS=7.60, Synergy_ZIP=-4.57, Synergy_Bliss=0.0870, Synergy_Loewe=-9.20, Synergy_HSA=0.270. Drug 2: C(=O)(N)NO. Drug 1: CC1CCC2CC(C(=CC=CC=CC(CC(C(=O)C(C(C(=CC(C(=O)CC(OC(=O)C3CCCCN3C(=O)C(=O)C1(O2)O)C(C)CC4CCC(C(C4)OC)OCCO)C)C)O)OC)C)C)C)OC. Cell line: UACC62.